Dataset: Full USPTO retrosynthesis dataset with 1.9M reactions from patents (1976-2016). Task: Predict the reactants needed to synthesize the given product. (1) Given the product [C:16]([O:15][C:11]([NH:12][N:13]=[CH:5][C:2]([CH3:1])([CH3:3])[CH3:4])=[O:14])([CH3:19])([CH3:18])[CH3:17], predict the reactants needed to synthesize it. The reactants are: [CH3:1][C:2]([CH:5]=O)([CH3:4])[CH3:3].C(O)(=O)C.[C:11]([O:15][C:16]([CH3:19])([CH3:18])[CH3:17])(=[O:14])[NH:12][NH2:13]. (2) Given the product [C:10]([O:14][C:15](=[O:16])[NH:1][C:2]1[CH:7]=[CH:6][CH:5]=[CH:4][C:3]=1[CH2:8][OH:9])([CH3:13])([CH3:12])[CH3:11], predict the reactants needed to synthesize it. The reactants are: [NH2:1][C:2]1[CH:7]=[CH:6][CH:5]=[CH:4][C:3]=1[CH2:8][OH:9].[C:10]([O:14][C:15](O[C:15]([O:14][C:10]([CH3:13])([CH3:12])[CH3:11])=[O:16])=[O:16])([CH3:13])([CH3:12])[CH3:11]. (3) Given the product [CH3:15][C:16]1[CH:25]=[C:24]([CH2:26][O:27][C:28]2[CH:29]=[CH:30][C:31]([C:32]([NH:34][CH2:35][C:36]3([CH:45]4[CH2:50][CH2:49][N:48]([CH:56]5[CH2:57][CH2:58][O:53][CH2:54][CH2:55]5)[CH2:47][CH2:46]4)[C:37](=[O:44])[NH:38][C:39](=[O:43])[NH:40][C:41]3=[O:42])=[O:33])=[CH:51][CH:52]=2)[C:23]2[C:18](=[CH:19][CH:20]=[CH:21][CH:22]=2)[N:17]=1, predict the reactants needed to synthesize it. The reactants are: FC(F)(F)C(O)=O.FC(F)(F)C(O)=O.[CH3:15][C:16]1[CH:25]=[C:24]([CH2:26][O:27][C:28]2[CH:52]=[CH:51][C:31]([C:32]([NH:34][CH2:35][C:36]3([CH:45]4[CH2:50][CH2:49][NH:48][CH2:47][CH2:46]4)[C:41](=[O:42])[NH:40][C:39](=[O:43])[NH:38][C:37]3=[O:44])=[O:33])=[CH:30][CH:29]=2)[C:23]2[C:18](=[CH:19][CH:20]=[CH:21][CH:22]=2)[N:17]=1.[O:53]1[CH2:58][CH2:57][C:56](=O)[CH2:55][CH2:54]1. (4) Given the product [NH2:8][C:7]1[C:2]([F:1])=[C:3]([NH:11][S:24]([CH2:21][CH2:22][CH3:23])(=[O:26])=[O:25])[CH:4]=[C:5]([F:10])[C:6]=1[F:9], predict the reactants needed to synthesize it. The reactants are: [F:1][C:2]1[C:7]([NH2:8])=[C:6]([F:9])[C:5]([F:10])=[CH:4][C:3]=1[NH2:11].ClCCl.N1C=CC=CC=1.[CH2:21]([S:24](Cl)(=[O:26])=[O:25])[CH2:22][CH3:23].